From a dataset of Full USPTO retrosynthesis dataset with 1.9M reactions from patents (1976-2016). Predict the reactants needed to synthesize the given product. (1) Given the product [Cl:23][C:11]1[C:10]2[C:5](=[CH:6][CH:7]=[CH:8][CH:9]=2)[N:4]=[C:3]([CH2:2][Cl:1])[N:12]=1, predict the reactants needed to synthesize it. The reactants are: [Cl:1][CH2:2][C:3]1[N:12]=[C:11](N(C2C=CC(OC)=CC=2)C)[C:10]2[C:5](=[CH:6][CH:7]=[CH:8][CH:9]=2)[N:4]=1.[Cl:23]CC1NC(=O)C2C(=CC=CC=2)N=1.P(Cl)(Cl)(Cl)=O.CN(C)C1C=CC=CC=1. (2) Given the product [Cl:1][C:2]1[CH:3]=[CH:4][C:5]2[O:40][C:8]3([CH2:9][CH2:10][CH:11]([NH:14][CH2:15][C@H:16]([OH:39])[CH2:17][O:18][C:19]4[CH:28]=[C:27]([OH:29])[CH:26]=[CH:25][C:20]=4[C:21]([NH:23][CH3:24])=[O:22])[CH2:12][CH2:13]3)[CH2:7][C:6]=2[CH:41]=1, predict the reactants needed to synthesize it. The reactants are: [Cl:1][C:2]1[CH:3]=[CH:4][C:5]2[O:40][C:8]3([CH2:13][CH2:12][CH:11]([NH:14][CH2:15][C@H:16]([OH:39])[CH2:17][O:18][C:19]4[CH:28]=[C:27]([O:29]CC5C=CC(OC)=CC=5)[CH:26]=[CH:25][C:20]=4[C:21]([NH:23][CH3:24])=[O:22])[CH2:10][CH2:9]3)[CH2:7][C:6]=2[CH:41]=1.C(C(O)=O)(F)(F)F. (3) Given the product [CH3:17][C:18]1[CH:36]=[C:35]([C:2]2[CH:7]=[CH:6][N:5]=[C:4]3[NH:8][C:9]([C:11]4[CH:12]=[N:13][N:14]([CH3:16])[CH:15]=4)=[N:10][C:3]=23)[CH:34]=[CH:33][C:19]=1[CH2:20][NH:21][C:22](=[O:23])[C:24]([NH2:25])=[O:28], predict the reactants needed to synthesize it. The reactants are: Br[C:2]1[CH:7]=[CH:6][N:5]=[C:4]2[NH:8][C:9]([C:11]3[CH:12]=[N:13][N:14]([CH3:16])[CH:15]=3)=[N:10][C:3]=12.[CH3:17][C:18]1[CH:36]=[C:35](B2OC(C)(C)C(C)(C)O2)[CH:34]=[CH:33][C:19]=1[CH2:20][NH:21][C:22]([C:24]1[O:28]N=C(C(C)(C)C)[N:25]=1)=[O:23].P([O-])([O-])([O-])=O.[K+].[K+].[K+].C([O-])(=O)C.[Na+].C(#N)C. (4) Given the product [F:20][C:21]([F:26])([F:25])[C:22]([OH:24])=[O:23].[NH2:7][C@H:8]([CH2:9][CH3:10])[C:11]([N:13]1[CH2:14][CH:15]([C:17]#[N:18])[CH2:16]1)=[O:12], predict the reactants needed to synthesize it. The reactants are: C(OC(=O)[NH:7][C@@H:8]([C:11]([N:13]1[CH2:16][CH:15]([C:17]#[N:18])[CH2:14]1)=[O:12])[CH2:9][CH3:10])(C)(C)C.[F:20][C:21]([F:26])([F:25])[C:22]([OH:24])=[O:23]. (5) Given the product [CH2:11]([O:18][C:19]1[CH:24]=[CH:23][C:22]([S:25][CH3:26])=[CH:21][C:20]=1[C:27]([CH3:32])([CH3:31])[CH2:28][CH:29]=[O:30])[C:12]1[CH:13]=[CH:14][CH:15]=[CH:16][CH:17]=1, predict the reactants needed to synthesize it. The reactants are: C(Cl)(=O)C(Cl)=O.CS(C)=O.[CH2:11]([O:18][C:19]1[CH:24]=[CH:23][C:22]([S:25][CH3:26])=[CH:21][C:20]=1[C:27]([CH3:32])([CH3:31])[CH2:28][CH2:29][OH:30])[C:12]1[CH:17]=[CH:16][CH:15]=[CH:14][CH:13]=1.O.